Predict the reactants needed to synthesize the given product. From a dataset of Full USPTO retrosynthesis dataset with 1.9M reactions from patents (1976-2016). (1) Given the product [N:5]1[C:6]2[C:15](=[CH:14][CH:13]=[C:12]3[C:7]=2[N:8]=[CH:9][CH:10]=[CH:11]3)[C:2]([C:6]2[CH:7]=[C:12]([C:41]3[N:42]=[C:43]([C:45]4[CH:50]=[CH:49][CH:48]=[CH:47][CH:46]=4)[N:44]=[C:39]([C:26]4[CH:25]=[CH:24][CH:29]=[CH:28][CH:27]=4)[N:40]=3)[CH:13]=[C:14]([C:11]3[C:12]4[C:7](=[C:6]5[C:15](=[CH:14][CH:13]=4)[CH:2]=[CH:3][CH:4]=[N:5]5)[N:8]=[CH:9][CH:10]=3)[CH:15]=2)=[CH:3][CH:4]=1, predict the reactants needed to synthesize it. The reactants are: Br[C:2]1[C:15]2[C:6](=[C:7]3[C:12](=[CH:13][CH:14]=2)[CH:11]=[CH:10][CH:9]=[N:8]3)[N:5]=[CH:4][CH:3]=1.CC1(C)C(C)(C)OB([C:24]2[CH:25]=[C:26]([C:39]3[N:44]=[C:43]([C:45]4[CH:50]=[CH:49][CH:48]=[CH:47][CH:46]=4)[N:42]=[C:41](C4C=CC=CC=4)[N:40]=3)[CH:27]=[C:28](B3OC(C)(C)C(C)(C)O3)[CH:29]=2)O1.[Cl-].[Li+].C(=O)([O-])[O-].[Na+].[Na+]. (2) Given the product [C:1]([O:5][C:6]([N:8]1[CH2:13][CH2:12][C:11]2[S:14][C:15]([CH2:17][CH2:18][CH2:19][N:39]3[CH2:38][CH2:37][N:36]([S:33]([C:28]4[CH:27]=[CH:26][C:25]5[C:30](=[CH:31][CH:32]=[C:23]([Cl:22])[CH:24]=5)[CH:29]=4)(=[O:35])=[O:34])[CH2:41][CH2:40]3)=[CH:16][C:10]=2[CH2:9]1)=[O:7])([CH3:4])([CH3:3])[CH3:2], predict the reactants needed to synthesize it. The reactants are: [C:1]([O:5][C:6]([N:8]1[CH2:13][CH2:12][C:11]2[S:14][C:15]([CH2:17][CH2:18][CH:19]=O)=[CH:16][C:10]=2[CH2:9]1)=[O:7])([CH3:4])([CH3:3])[CH3:2].Cl.[Cl:22][C:23]1[CH:24]=[C:25]2[C:30](=[CH:31][CH:32]=1)[CH:29]=[C:28]([S:33]([N:36]1[CH2:41][CH2:40][NH:39][CH2:38][CH2:37]1)(=[O:35])=[O:34])[CH:27]=[CH:26]2. (3) Given the product [BrH:21].[BrH:21].[OH:18][C:14]1[CH:13]=[C:12]2[C:17](=[CH:16][CH:15]=1)[N:8]=[CH:9][C:10]([NH2:20])=[CH:11]2, predict the reactants needed to synthesize it. The reactants are: C(OC([N:8]1[C:17]2[C:12](=[CH:13][C:14]([O:18]C)=[CH:15][CH:16]=2)[CH:11]=[C:10]([NH2:20])[CH2:9]1)=O)(C)(C)C.[BrH:21]. (4) Given the product [F:44][CH:42]([F:43])[CH2:41][NH:40][C:19]1[N:18]=[C:17]2[CH2:16][NH:15][CH2:24][CH2:23][C:22]2=[N:21][C:20]=1[N:25]1[CH2:26][CH2:27][CH:28]([O:31][C:32]2[CH:37]=[CH:36][C:35]([F:38])=[CH:34][C:33]=2[F:39])[CH2:29][CH2:30]1.[C:2]([OH:3])([C:4]([F:7])([F:6])[F:5])=[O:1], predict the reactants needed to synthesize it. The reactants are: [OH:1][C:2]([C:4]([F:7])([F:6])[F:5])=[O:3].C([N:15]1[CH2:24][CH2:23][C:22]2[C:17](=[N:18][C:19]([NH:40][CH2:41][CH:42]([F:44])[F:43])=[C:20]([N:25]3[CH2:30][CH2:29][CH:28]([O:31][C:32]4[CH:37]=[CH:36][C:35]([F:38])=[CH:34][C:33]=4[F:39])[CH2:27][CH2:26]3)[N:21]=2)[CH2:16]1)C1C=CC=CC=1. (5) Given the product [CH2:31]([O:38][C:39]1[N:40]=[N:41][C:42]([C:55]#[C:54][C:56]2[CH:61]=[CH:60][C:59]([F:62])=[C:58]([F:63])[CH:57]=2)=[CH:43][C:44]=1[O:45][CH2:46][C:47]1[CH:52]=[CH:51][CH:50]=[CH:49][CH:48]=1)[C:32]1[CH:37]=[CH:36][CH:35]=[CH:34][CH:33]=1, predict the reactants needed to synthesize it. The reactants are: C(OC1N=NC(C#CC2C=CC=CC=2)=CC=1OCC1C=CC=CC=1)C1C=CC=CC=1.[CH2:31]([O:38][C:39]1[N:40]=[N:41][C:42](Cl)=[CH:43][C:44]=1[O:45][CH2:46][C:47]1[CH:52]=[CH:51][CH:50]=[CH:49][CH:48]=1)[C:32]1[CH:37]=[CH:36][CH:35]=[CH:34][CH:33]=1.[C:54]([C:56]1[CH:61]=[CH:60][C:59]([F:62])=[C:58]([F:63])[CH:57]=1)#[CH:55].